This data is from Full USPTO retrosynthesis dataset with 1.9M reactions from patents (1976-2016). The task is: Predict the reactants needed to synthesize the given product. (1) Given the product [Ca+2:44].[F:1][C:2]1[CH:7]=[C:6]([NH:8][CH2:9][C:10]2[CH:11]=[C:12]([C:17]3[C:22]([CH3:23])=[CH:21][C:20]([O:24][CH2:25][C:26]4([OH:34])[CH2:27][CH2:28][S:29](=[O:33])(=[O:32])[CH2:30][CH2:31]4)=[CH:19][C:18]=3[CH3:35])[C:13]([CH3:16])=[CH:14][CH:15]=2)[CH:5]=[CH:4][C:3]=1[CH2:36][CH2:37][C:38]([O-:40])=[O:39].[F:1][C:2]1[CH:7]=[C:6]([NH:8][CH2:9][C:10]2[CH:11]=[C:12]([C:17]3[C:22]([CH3:23])=[CH:21][C:20]([O:24][CH2:25][C:26]4([OH:34])[CH2:27][CH2:28][S:29](=[O:33])(=[O:32])[CH2:30][CH2:31]4)=[CH:19][C:18]=3[CH3:35])[C:13]([CH3:16])=[CH:14][CH:15]=2)[CH:5]=[CH:4][C:3]=1[CH2:36][CH2:37][C:38]([O-:40])=[O:39], predict the reactants needed to synthesize it. The reactants are: [F:1][C:2]1[CH:7]=[C:6]([NH:8][CH2:9][C:10]2[CH:11]=[C:12]([C:17]3[C:22]([CH3:23])=[CH:21][C:20]([O:24][CH2:25][C:26]4([OH:34])[CH2:31][CH2:30][S:29](=[O:33])(=[O:32])[CH2:28][CH2:27]4)=[CH:19][C:18]=3[CH3:35])[C:13]([CH3:16])=[CH:14][CH:15]=2)[CH:5]=[CH:4][C:3]=1[CH2:36][CH2:37][C:38]([OH:40])=[O:39].[OH-].[Na+].[Cl-].[Ca+2:44].[Cl-]. (2) Given the product [CH2:17]([N:8]1[C:6]2=[N:7][C:2]([F:1])=[CH:3][CH:4]=[C:5]2[CH:10]=[CH:9]1)[CH3:18], predict the reactants needed to synthesize it. The reactants are: [F:1][C:2]1[N:7]=[C:6]2[NH:8][CH:9]=[CH:10][C:5]2=[CH:4][CH:3]=1.C(=O)([O-])[O-].[K+].[K+].[CH2:17](Br)[CH3:18]. (3) Given the product [OH:21][CH2:20][CH2:19][O:22][C:2]1[N:3]=[C:4]([OH:18])[C:5]2[CH:11]=[CH:10][N:9]=[C:8]([C:12]3[N:13]=[CH:14][N:15]([CH3:17])[CH:16]=3)[C:6]=2[N:7]=1, predict the reactants needed to synthesize it. The reactants are: Cl[C:2]1[N:3]=[C:4]([OH:18])[C:5]2[CH:11]=[CH:10][N:9]=[C:8]([C:12]3[N:13]=[CH:14][N:15]([CH3:17])[CH:16]=3)[C:6]=2[N:7]=1.[CH2:19]([OH:22])[CH2:20][OH:21]. (4) Given the product [Cl:1][C:2]1[CH:3]=[CH:4][C:5]([O:20][CH2:21][C:22]2[CH:27]=[CH:26][CH:25]=[CH:24][CH:23]=2)=[C:6]([CH2:8][N:9]2[C:13]([CH3:14])=[CH:12][C:11]([C:15]([O:17][CH2:18][CH3:19])=[O:16])=[N:10]2)[CH:7]=1, predict the reactants needed to synthesize it. The reactants are: [Cl:1][C:2]1[CH:3]=[CH:4][C:5]([OH:20])=[C:6]([CH2:8][N:9]2[C:13]([CH3:14])=[CH:12][C:11]([C:15]([O:17][CH2:18][CH3:19])=[O:16])=[N:10]2)[CH:7]=1.[CH2:21](Br)[C:22]1[CH:27]=[CH:26][CH:25]=[CH:24][CH:23]=1.C(=O)([O-])[O-].[K+].[K+]. (5) The reactants are: Br[CH2:2][CH2:3][O:4][C:5](=[O:7])[CH3:6].C(=O)([O-])[O-].[K+].[K+].[CH3:14][N:15]1[CH2:20][CH2:19][NH:18][CH2:17][CH2:16]1. Given the product [CH2:3]([O:4][C:5](=[O:7])[CH2:6][N:18]1[CH2:19][CH2:20][N:15]([CH3:14])[CH2:16][CH2:17]1)[CH3:2], predict the reactants needed to synthesize it. (6) Given the product [CH2:3]([O:5][C:6](=[O:12])[CH:7]([O:11][CH2:16][C:15]([CH3:17])=[CH2:14])[CH2:8][CH:9]=[CH2:10])[CH3:4], predict the reactants needed to synthesize it. The reactants are: [H-].[Na+].[CH2:3]([O:5][C:6](=[O:12])[CH:7]([OH:11])[CH2:8][CH:9]=[CH2:10])[CH3:4].Br[CH2:14][C:15]([CH3:17])=[CH2:16]. (7) Given the product [F:30][C:29]([F:32])([F:31])[S:26]([O:9][C:3]1[C:2]([CH3:10])([CH3:1])[CH2:7][CH2:6][CH2:5][C:4]=1[CH3:8])(=[O:28])=[O:27], predict the reactants needed to synthesize it. The reactants are: [CH3:1][C:2]1([CH3:10])[CH2:7][CH2:6][CH2:5][CH:4]([CH3:8])[C:3]1=[O:9].C([N-]C(C)C)(C)C.[Li+].C1C=CC(N([S:26]([C:29]([F:32])([F:31])[F:30])(=[O:28])=[O:27])[S:26]([C:29]([F:32])([F:31])[F:30])(=[O:28])=[O:27])=CC=1.